The task is: Binary Classification. Given a miRNA mature sequence and a target amino acid sequence, predict their likelihood of interaction.. This data is from Experimentally validated miRNA-target interactions with 360,000+ pairs, plus equal number of negative samples. The miRNA is hsa-miR-6759-5p with sequence UUGUGGGUGGGCAGAAGUCUGU. The protein sequence of the target gene is MFVLSIALLSCTTLCAATTEWWGDLRAHLNPARQAPFYDVTYDEKVNVCPQGLHADAIPEYVYFGTMLATMTVDEHDQCLQKCAEKPRCKAVNFFHPFAYQEKGFCELLTEGQLDNPSLMRPFRKATYYEKIRCRELDDVEDVEEAAPIGSEITEKLPEDMAREKKLDMSKLMKKLSAKVKEFNGGAGGFRAAR. Result: 0 (no interaction).